From a dataset of Reaction yield outcomes from USPTO patents with 853,638 reactions. Predict the reaction yield, written as a fraction of the theoretical maximum amount of product (1.0 means a 100% yield; for example, 0.34 means a 34% yield). The reactants are [C:1]([N:5]1[CH2:10][CH2:9][N:8]([C:11](OC(C)(C)C)=[O:12])[C@@H:7]([C:18]([N:20]2[CH2:25][CH2:24][NH:23][CH2:22][CH2:21]2)=[O:19])[CH2:6]1)([CH3:4])([CH3:3])[CH3:2].[N:26]([C:29]1[CH:34]=[CH:33][CH:32]=[C:31]([C:35]([F:38])([F:37])[F:36])[CH:30]=1)=[C:27]=[O:28]. The catalyst is C(Cl)Cl. The product is [NH3:5].[CH3:11][OH:12].[C:1]([N:5]1[CH2:10][CH2:9][NH:8][C@@H:7]([C:18]([N:20]2[CH2:25][CH2:24][N:23]([C:27]([NH:26][C:29]3[CH:34]=[CH:33][CH:32]=[C:31]([C:35]([F:36])([F:37])[F:38])[CH:30]=3)=[O:28])[CH2:22][CH2:21]2)=[O:19])[CH2:6]1)([CH3:4])([CH3:2])[CH3:3]. The yield is 0.100.